Dataset: Reaction yield outcomes from USPTO patents with 853,638 reactions. Task: Predict the reaction yield, written as a fraction of the theoretical maximum amount of product (1.0 means a 100% yield; for example, 0.34 means a 34% yield). (1) The reactants are [Br:1][C:2]1[CH:3]=[C:4]([NH:13][C@H:14]2[CH2:19][CH2:18][C@H:17]([NH:20][C:21]([O:23][C:24]([CH3:27])([CH3:26])[CH3:25])=[O:22])[CH2:16][CH2:15]2)[C:5]([CH3:12])=[C:6]([CH:11]=1)[C:7]([O:9][CH3:10])=[O:8].[CH:28](=O)[CH2:29][CH3:30].C(O)(=O)C.C(O[BH-](OC(=O)C)OC(=O)C)(=O)C.[Na+]. The catalyst is ClC(Cl)C. The product is [Br:1][C:2]1[CH:3]=[C:4]([N:13]([C@H:14]2[CH2:19][CH2:18][C@H:17]([NH:20][C:21]([O:23][C:24]([CH3:27])([CH3:26])[CH3:25])=[O:22])[CH2:16][CH2:15]2)[CH2:28][CH2:29][CH3:30])[C:5]([CH3:12])=[C:6]([CH:11]=1)[C:7]([O:9][CH3:10])=[O:8]. The yield is 0.740. (2) The reactants are [C:1]([O:4][C:5]1[CH:10]=[C:9]([CH3:11])[C:8]([Br:12])=[C:7]([CH3:13])[CH:6]=1)(=[O:3])[CH3:2].[Br:14]N1C(=O)CCC1=O. The catalyst is C(Cl)(Cl)(Cl)Cl.N(C(C)(C)C#N)=NC(C)(C)C#N. The product is [C:1]([O:4][C:5]1[CH:6]=[C:7]([CH3:13])[C:8]([Br:12])=[C:9]([CH2:11][Br:14])[CH:10]=1)(=[O:3])[CH3:2]. The yield is 0.730. (3) The reactants are [CH3:1][C:2]1[C:16](=[O:17])[N:15]=[C:14]2[N:4]([C@@H:5]3[O:9][C@H:8]([CH2:10][OH:11])[C@@H:7]([OH:12])[C@@H:6]3[O:13]2)[CH:3]=1.[CH3:18][O:19][CH2:20][CH2:21][O:22]B([O:22][CH2:21][CH2:20][O:19][CH3:18])[O:22][CH2:21][CH2:20][O:19][CH3:18]. The catalyst is COCCO. The product is [CH3:18][O:19][CH2:20][CH2:21][O:22][C@@H:6]1[C@H:7]([OH:12])[C@@H:8]([CH2:10][OH:11])[O:9][C@H:5]1[N:4]1[CH:3]=[C:2]([CH3:1])[C:16](=[O:17])[NH:15][C:14]1=[O:13]. The yield is 0.630. (4) The reactants are [NH2:1][C:2]1[C:7]2[C:8]([C:18]([NH:20][CH3:21])=[O:19])=[C:9]([C:11]3[CH:16]=[CH:15][C:14]([F:17])=[CH:13][CH:12]=3)[O:10][C:6]=2[CH:5]=[CH:4][C:3]=1[C:22]1[CH:27]=[CH:26][CH:25]=[C:24]([C:28](=[O:39])[NH:29][C:30]([C:33]2[CH:38]=[CH:37][CH:36]=[CH:35][CH:34]=2)([CH3:32])[CH3:31])[CH:23]=1.[C:40](Cl)(=[O:42])[CH3:41]. The catalyst is N1C=CC=CC=1. The product is [C:40]([NH:1][C:2]1[C:7]2[C:8]([C:18]([NH:20][CH3:21])=[O:19])=[C:9]([C:11]3[CH:16]=[CH:15][C:14]([F:17])=[CH:13][CH:12]=3)[O:10][C:6]=2[CH:5]=[CH:4][C:3]=1[C:22]1[CH:27]=[CH:26][CH:25]=[C:24]([C:28](=[O:39])[NH:29][C:30]([C:33]2[CH:34]=[CH:35][CH:36]=[CH:37][CH:38]=2)([CH3:32])[CH3:31])[CH:23]=1)(=[O:42])[CH3:41]. The yield is 0.340. (5) The reactants are [C:1]1([C:7]2[CH:12]=[CH:11][C:10]([OH:13])=[CH:9][CH:8]=2)[CH:6]=[CH:5][CH:4]=[CH:3][CH:2]=1.CC(C)([O-])C.[K+].[I-].[Na+].[CH2:22](OS(C1C=CC(C)=CC=1)(=O)=O)[CH2:23][C:24]#[CH:25]. The catalyst is C1(C)C=CC=CC=1.C(OCC)C. The product is [CH2:25]([O:13][C:10]1[CH:9]=[CH:8][C:7]([C:1]2[CH:2]=[CH:3][CH:4]=[CH:5][CH:6]=2)=[CH:12][CH:11]=1)[CH2:24][C:23]#[CH:22]. The yield is 0.140. (6) The reactants are [CH2:1]([O:3][C@@H:4]1[CH2:8][N:7]([C:9](=[O:19])[C@H:10]([CH:16]([CH3:18])[CH3:17])[NH:11][C:12]([O:14][CH3:15])=[O:13])[C@H:6]([C:20]2[NH:24][C:23]3[C:25]4[C:30]([CH:31]=[CH:32][C:22]=3[N:21]=2)=[CH:29][C:28]2[C:33]3[C:38]([CH2:39][O:40][C:27]=2[CH:26]=4)=[CH:37][C:36]([C:41]2[NH:45][C:44]([C@@H:46]4[CH2:50][CH2:49][CH2:48][N:47]4[C:51](OC(C)(C)C)=[O:52])=[N:43][CH:42]=2)=[CH:35][CH:34]=3)[CH2:5]1)[CH3:2].Cl.[CH3:59][O:60][C:61]([NH:63][C@H:64]([C:68]1[CH:73]=[CH:72][CH:71]=[CH:70][CH:69]=1)C(O)=O)=[O:62].CCN(C(C)C)C(C)C.CCOC(C(C#N)=NOC(N1CCOCC1)=[N+](C)C)=O.F[P-](F)(F)(F)(F)F. The catalyst is C(Cl)Cl.CO.CN(C=O)C. The product is [CH2:1]([O:3][C@@H:4]1[CH2:8][N:7]([C:9](=[O:19])[C@@H:10]([NH:11][C:12]([O:14][CH3:15])=[O:13])[CH:16]([CH3:18])[CH3:17])[C@H:6]([C:20]2[NH:24][C:23]3[C:25]4[C:30]([CH:31]=[CH:32][C:22]=3[N:21]=2)=[CH:29][C:28]2[C:33]3[C:38]([CH2:39][O:40][C:27]=2[CH:26]=4)=[CH:37][C:36]([C:41]2[NH:45][C:44]([C@@H:46]4[CH2:50][CH2:49][CH2:48][N:47]4[C:51](=[O:52])[C@H:64]([NH:63][C:61](=[O:62])[O:60][CH3:59])[C:68]4[CH:73]=[CH:72][CH:71]=[CH:70][CH:69]=4)=[N:43][CH:42]=2)=[CH:35][CH:34]=3)[CH2:5]1)[CH3:2]. The yield is 0.180. (7) The reactants are Cl.[CH2:2]([N:4]([C:12]1[N:17]=[CH:16][N:15]=[C:14]2[N:18]([C:21]3[CH:26]=[CH:25][C:24]([S:27]([CH3:30])(=[O:29])=[O:28])=[CH:23][C:22]=3[F:31])[N:19]=[CH:20][C:13]=12)[CH2:5][CH:6]1[CH2:11][CH2:10][NH:9][CH2:8][CH2:7]1)[CH3:3].Br[C:33]1[CH:38]=[CH:37][C:36]([C:39]([F:42])([F:41])[F:40])=[CH:35][N:34]=1.C(N(CC)CC)C. The catalyst is CN(C=O)C. The product is [CH2:2]([N:4]([C:12]1[N:17]=[CH:16][N:15]=[C:14]2[N:18]([C:21]3[CH:26]=[CH:25][C:24]([S:27]([CH3:30])(=[O:29])=[O:28])=[CH:23][C:22]=3[F:31])[N:19]=[CH:20][C:13]=12)[CH2:5][CH:6]1[CH2:7][CH2:8][N:9]([C:33]2[CH:38]=[CH:37][C:36]([C:39]([F:42])([F:41])[F:40])=[CH:35][N:34]=2)[CH2:10][CH2:11]1)[CH3:3]. The yield is 0.510. (8) The reactants are Cl[CH:2]([SiH3:4])Cl.[OH:5][CH2:6][CH2:7][N:8]([CH2:10][CH2:11][OH:12])[CH3:9].CN.OC(O)CNC. The catalyst is C(N(CC)CC)C.ClCCl. The product is [CH3:9][N:8]1[CH2:10][CH2:11][O:12][SiH:4]([CH3:2])[O:5][CH2:6][CH2:7]1. The yield is 0.735.